The task is: Predict the reaction yield, written as a fraction of the theoretical maximum amount of product (1.0 means a 100% yield; for example, 0.34 means a 34% yield).. This data is from Reaction yield outcomes from USPTO patents with 853,638 reactions. (1) The reactants are [Cl:1][C:2]1[C:10]2[C:5](=[CH:6][C:7]([S:11]([N:14]3[CH2:19][C:18](=[O:20])[N:17]([CH2:21][CH:22]4[CH2:27][CH2:26][N:25]([C:28]5[CH:33]=[CH:32][C:31](=[O:34])[N:30]([CH3:35])[N:29]=5)[CH2:24][CH2:23]4)[CH:16]([C:36]([OH:38])=O)[CH2:15]3)(=[O:13])=[O:12])=[CH:8][CH:9]=2)[NH:4][CH:3]=1.F[B-](F)(F)F.N1(OC(N(C)C)=[N+](C)C)C2C=CC=CC=2N=N1.[CH3:61][O:62][CH2:63][CH2:64][NH2:65]. The catalyst is CN(C)C=O. The product is [CH3:61][O:62][CH2:63][CH2:64][NH:65][C:36]([C@@H:16]1[CH2:15][N:14]([S:11]([C:7]2[CH:6]=[C:5]3[C:10]([C:2]([Cl:1])=[CH:3][NH:4]3)=[CH:9][CH:8]=2)(=[O:13])=[O:12])[CH2:19][C:18](=[O:20])[N:17]1[CH2:21][CH:22]1[CH2:23][CH2:24][N:25]([C:28]2[CH:33]=[CH:32][C:31](=[O:34])[N:30]([CH3:35])[N:29]=2)[CH2:26][CH2:27]1)=[O:38]. The yield is 0.910. (2) The reactants are C(P1(=O)OP(CCC)(=O)OP(CCC)(=O)O1)CC.[C:19]([O:23][C:24]([N:26]1[CH2:35][CH2:34][C:33]2[C:28](=[CH:29][CH:30]=[C:31]([CH2:36][O:37][CH3:38])[CH:32]=2)[CH:27]1[C:39](O)=[O:40])=[O:25])([CH3:22])([CH3:21])[CH3:20].[F:42][C:43]1[CH:44]=[C:45]([NH2:54])[CH:46]=[C:47]2[C:51]=1[C:50]([CH3:53])([CH3:52])[CH2:49][CH2:48]2.CCN(C(C)C)C(C)C. The catalyst is CN(C1C=CN=CC=1)C.C(OCC)(=O)C. The product is [F:42][C:43]1[CH:44]=[C:45]([NH:54][C:39]([CH:27]2[C:28]3[C:33](=[CH:32][C:31]([CH2:36][O:37][CH3:38])=[CH:30][CH:29]=3)[CH2:34][CH2:35][N:26]2[C:24]([O:23][C:19]([CH3:20])([CH3:22])[CH3:21])=[O:25])=[O:40])[CH:46]=[C:47]2[C:51]=1[C:50]([CH3:52])([CH3:53])[CH2:49][CH2:48]2. The yield is 0.710.